From a dataset of Catalyst prediction with 721,799 reactions and 888 catalyst types from USPTO. Predict which catalyst facilitates the given reaction. (1) Reactant: [Cl:1][C:2]1[C:9]([Cl:10])=[C:8]([OH:11])[CH:7]=[CH:6][C:3]=1[CH:4]=[O:5].[F:12][C:13]([F:26])([F:25])[S:14](O[S:14]([C:13]([F:26])([F:25])[F:12])(=[O:16])=[O:15])(=[O:16])=[O:15]. Product: [Cl:1][C:2]1[C:9]([Cl:10])=[C:8]([O:11][S:14]([C:13]([F:26])([F:25])[F:12])(=[O:16])=[O:15])[CH:7]=[CH:6][C:3]=1[CH:4]=[O:5]. The catalyst class is: 17. (2) Reactant: [NH2:1][C:2]1[CH:3]=[C:4]([CH:8]=[CH:9][C:10]=1[NH2:11])[C:5]([NH2:7])=[O:6].[C:12]1([C:18]2([C:23]3[CH:30]=[CH:29][C:26]([CH:27]=O)=[CH:25][CH:24]=3)[O:22][CH2:21][CH2:20][O:19]2)[CH:17]=[CH:16][CH:15]=[CH:14][CH:13]=1.S(S([O-])=O)([O-])(=O)=O.[Na+].[Na+]. Product: [C:12]1([C:18]2([C:23]3[CH:24]=[CH:25][C:26]([C:27]4[NH:11][C:10]5[CH:9]=[CH:8][C:4]([C:5]([NH2:7])=[O:6])=[CH:3][C:2]=5[N:1]=4)=[CH:29][CH:30]=3)[O:19][CH2:20][CH2:21][O:22]2)[CH:17]=[CH:16][CH:15]=[CH:14][CH:13]=1. The catalyst class is: 3.